From a dataset of Reaction yield outcomes from USPTO patents with 853,638 reactions. Predict the reaction yield, written as a fraction of the theoretical maximum amount of product (1.0 means a 100% yield; for example, 0.34 means a 34% yield). (1) The reactants are [Cl:1][C:2]1[CH:3]=[C:4]([CH:7]=[C:8]([Cl:31])[C:9]=1[NH:10][C:11]1[S:12][C:13]2[N:14]=[CH:15][N:16]=[C:17]([NH:20][C:21]3[CH:26]=[CH:25][C:24]([C:27]([F:30])([F:29])[F:28])=[CH:23][CH:22]=3)[C:18]=2[N:19]=1)[C:5]#N.[OH:32]S(O)(=O)=O.[CH3:37][OH:38]. No catalyst specified. The product is [CH3:37][O:38][C:5](=[O:32])[C:4]1[CH:3]=[C:2]([Cl:1])[C:9]([NH:10][C:11]2[S:12][C:13]3[N:14]=[CH:15][N:16]=[C:17]([NH:20][C:21]4[CH:26]=[CH:25][C:24]([C:27]([F:30])([F:29])[F:28])=[CH:23][CH:22]=4)[C:18]=3[N:19]=2)=[C:8]([Cl:31])[CH:7]=1. The yield is 0.910. (2) The reactants are C([NH:8][C:9]1[C:10]([CH3:28])=[C:11]([CH3:27])[C:12]2[O:16][C:15]([CH3:18])([CH3:17])[CH:14]([C:19]3[CH:24]=[CH:23][C:22]([CH3:25])=[CH:21][CH:20]=3)[C:13]=2[CH:26]=1)C1C=CC=CC=1.Cl. The catalyst is C(O)C.[C].[Pd]. The product is [CH3:17][C:15]1([CH3:18])[CH:14]([C:19]2[CH:20]=[CH:21][C:22]([CH3:25])=[CH:23][CH:24]=2)[C:13]2[CH:26]=[C:9]([NH2:8])[C:10]([CH3:28])=[C:11]([CH3:27])[C:12]=2[O:16]1. The yield is 0.880.